The task is: Predict the reaction yield, written as a fraction of the theoretical maximum amount of product (1.0 means a 100% yield; for example, 0.34 means a 34% yield).. This data is from Reaction yield outcomes from USPTO patents with 853,638 reactions. (1) The reactants are [CH:1]1([N:7]2[C:19](=[O:20])[C:11]3[NH:12][C:13]4[CH:14]=[CH:15][CH:16]=[CH:17][C:18]=4[C:10]=3[N:9]=[C:8]2[S:21][CH2:22][C:23]([OH:25])=O)[CH2:6][CH2:5][CH2:4][CH2:3][CH2:2]1.C(N(CC)CC)C.[CH:33]1([NH2:39])[CH2:38][CH2:37][CH2:36][CH2:35][CH2:34]1.CN(C(ON1N=NC2C=CC=NC1=2)=[N+](C)C)C.F[P-](F)(F)(F)(F)F. The catalyst is CN(C=O)C. The product is [CH:33]1([NH:39][C:23](=[O:25])[CH2:22][S:21][C:8]2[N:7]([CH:1]3[CH2:6][CH2:5][CH2:4][CH2:3][CH2:2]3)[C:19](=[O:20])[C:11]3[NH:12][C:13]4[CH:14]=[CH:15][CH:16]=[CH:17][C:18]=4[C:10]=3[N:9]=2)[CH2:38][CH2:37][CH2:36][CH2:35][CH2:34]1. The yield is 0.410. (2) The reactants are [NH2:1][C@@H:2]1[CH2:7][CH2:6][CH2:5][C@H:4]([OH:8])[CH2:3]1.C(=O)(O)[O-].[Na+].Cl[CH2:15][C:16]1[CH:21]=[CH:20][CH:19]=[CH:18][CH:17]=1. The catalyst is C(O)C. The product is [CH2:15]([N:1]([CH2:15][C:16]1[CH:21]=[CH:20][CH:19]=[CH:18][CH:17]=1)[C@@H:2]1[CH2:7][CH2:6][CH2:5][C@H:4]([OH:8])[CH2:3]1)[C:16]1[CH:21]=[CH:20][CH:19]=[CH:18][CH:17]=1. The yield is 0.910. (3) The reactants are CC(C)([O-])C.[K+].[F:7][C:8]1([F:22])[CH2:12][CH2:11][CH:10]([C:13]2[C:21]3[C:16](=[CH:17][CH:18]=[CH:19][CH:20]=3)[NH:15][CH:14]=2)[CH2:9]1.[CH3:23][O:24][C:25](=[O:36])[C:26]1[CH:31]=[CH:30][C:29]([S:32](Cl)(=[O:34])=[O:33])=[CH:28][CH:27]=1. The catalyst is O1CCOCC1. The product is [CH3:23][O:24][C:25](=[O:36])[C:26]1[CH:27]=[CH:28][C:29]([S:32]([N:15]2[C:16]3[C:21](=[CH:20][CH:19]=[CH:18][CH:17]=3)[C:13]([CH:10]3[CH2:11][CH2:12][C:8]([F:7])([F:22])[CH2:9]3)=[CH:14]2)(=[O:33])=[O:34])=[CH:30][CH:31]=1. The yield is 0.370. (4) The product is [F:1][C:2]1[CH:3]=[CH:4][C:5]2[N:6]([C:10]([N:12]([CH3:14])[CH3:13])=[N:9][N:8]=2)[CH:7]=1. The yield is 0.140. The catalyst is C1COCC1.CCOC(C)=O. The reactants are [F:1][C:2]1[CH:3]=[CH:4][C:5]([NH:8][NH:9][C:10]([N:12]([CH3:14])[CH3:13])=O)=[N:6][CH:7]=1.C1C=CC(P(C2C=CC=CC=2)C2C=CC=CC=2)=CC=1.CCN(CC)CC.ClC(Cl)(Cl)C(Cl)(Cl)Cl. (5) The reactants are [NH2:1][C:2]1[CH:3]=[C:4]([CH:21]=[CH:22][CH:23]=1)[O:5][C:6]1[CH:7]=[CH:8][C:9]2[N:10]([CH:12]=[C:13]([NH:15][C:16]([CH:18]3[CH2:20][CH2:19]3)=[O:17])[N:14]=2)[N:11]=1.[NH:24]1[C:32]2[C:27](=[CH:28][CH:29]=[CH:30][CH:31]=2)[CH:26]=[C:25]1[C:33](O)=[O:34].C(Cl)(=O)C(Cl)=O.O1CCCC1. The catalyst is CN(C)C=O.CN1CCCC1=O. The product is [CH:18]1([C:16]([NH:15][C:13]2[N:14]=[C:9]3[CH:8]=[CH:7][C:6]([O:5][C:4]4[CH:3]=[C:2]([NH:1][C:33]([C:25]5[NH:24][C:32]6[C:27]([CH:26]=5)=[CH:28][CH:29]=[CH:30][CH:31]=6)=[O:34])[CH:23]=[CH:22][CH:21]=4)=[N:11][N:10]3[CH:12]=2)=[O:17])[CH2:20][CH2:19]1. The yield is 0.700. (6) The reactants are [CH3:1][C:2]1[CH:7]=[CH:6][CH:5]=[CH:4][C:3]=1[OH:8].[Br:9][CH2:10][CH2:11][CH2:12]Br.C([O-])([O-])=O.[Cs+].[Cs+]. The catalyst is C(#N)C. The product is [CH3:1][C:2]1[CH:7]=[CH:6][CH:5]=[CH:4][C:3]=1[O:8][CH2:12][CH2:11][CH2:10][Br:9]. The yield is 0.441. (7) The reactants are Br[C:2]1[CH:11]=[C:10]2[C:5]([CH:6]=[C:7]([NH2:12])[N:8]=[CH:9]2)=[CH:4][CH:3]=1.[F:13][C:14]1[N:19]=[CH:18][C:17](B(O)O)=[C:16]([CH3:23])[CH:15]=1.C(=O)([O-])[O-].[K+].[K+].O1CCOCC1.O. The catalyst is C(OCC)(=O)C.CC(P(C(C)(C)C)C1C=CC(N(C)C)=CC=1)(C)C.CC(P(C(C)(C)C)C1C=CC(N(C)C)=CC=1)(C)C.Cl[Pd]Cl. The product is [F:13][C:14]1[N:19]=[CH:18][C:17]([C:2]2[CH:11]=[C:10]3[C:5]([CH:6]=[C:7]([NH2:12])[N:8]=[CH:9]3)=[CH:4][CH:3]=2)=[C:16]([CH3:23])[CH:15]=1. The yield is 0.830. (8) The reactants are [Br:1][C:2]1[CH:7]=[C:6]([O:8][CH3:9])[CH:5]=[CH:4][C:3]=1[O:10][CH2:11][CH:12](OCC)OCC.O.[OH-].[Na+]. The catalyst is C1(C)C=CC=CC=1.CCOC(C)=O. The product is [Br:1][C:2]1[C:3]2[O:10][CH:11]=[CH:12][C:4]=2[CH:5]=[C:6]([O:8][CH3:9])[CH:7]=1. The yield is 0.160.